From a dataset of Full USPTO retrosynthesis dataset with 1.9M reactions from patents (1976-2016). Predict the reactants needed to synthesize the given product. (1) Given the product [C:32]([O:31][C:29]([N:7]1[C:6]2[N:1]=[CH:2][N:3]=[C:4]([N:10]3[CH2:17][C:14]4([CH2:16][CH2:15]4)[N:13]([S:18](=[O:20])(=[O:19])[NH2:21])[CH2:12][CH2:11]3)[C:5]=2[CH:9]=[CH:8]1)=[O:28])([CH3:35])([CH3:34])[CH3:33], predict the reactants needed to synthesize it. The reactants are: [N:1]1[C:6]2[NH:7][CH:8]=[CH:9][C:5]=2[C:4]([N:10]2[CH2:17][C:14]3([CH2:16][CH2:15]3)[N:13]([S:18]([NH2:21])(=[O:20])=[O:19])[CH2:12][CH2:11]2)=[N:3][CH:2]=1.C([O-])([O-])=O.[Cs+].[Cs+].[O:28](C(OC(C)(C)C)=O)[C:29]([O:31][C:32]([CH3:35])([CH3:34])[CH3:33])=O.O. (2) Given the product [OH:20][C:11]1([O:22][CH3:21])[C:10]2[C:15](=[CH:16][CH:17]=[C:8]([C:5]3([C:3]([OH:2])=[O:4])[CH2:7][CH2:6]3)[CH:9]=2)[O:14][CH2:13][CH2:12]1, predict the reactants needed to synthesize it. The reactants are: C[O:2][C:3]([C:5]1([C:8]2[CH:9]=[C:10]3[C:15](=[CH:16][CH:17]=2)[O:14][CH2:13][CH2:12][CH2:11]3)[CH2:7][CH2:6]1)=[O:4].O[Li].[OH2:20].[CH3:21][OH:22]. (3) Given the product [B:21]([OH:22])([OH:20])[C:6]1[CH:7]=[CH:2][C:3]([C:8]2[CH:13]=[CH:12][CH:11]=[CH:10][CH:9]=2)=[CH:4][CH:5]=1, predict the reactants needed to synthesize it. The reactants are: Br[C:2]1[CH:7]=[CH:6][CH:5]=[CH:4][C:3]=1[C:8]1[CH:13]=[CH:12][CH:11]=[CH:10][CH:9]=1.C([Li])CCC.C[O:20][B:21](OC)[O:22]C.Cl.